From a dataset of Forward reaction prediction with 1.9M reactions from USPTO patents (1976-2016). Predict the product of the given reaction. (1) Given the reactants [CH:1]1([CH2:7][N:8]2[CH2:13][CH2:12][NH:11][CH2:10][CH2:9]2)[CH2:6][CH2:5][CH2:4][CH2:3][CH2:2]1.Cl[C:15]1[C:24]([CH:25]=[O:26])=[CH:23][C:22]2[C:17](=[CH:18][CH:19]=[CH:20][CH:21]=2)[N:16]=1.C(=O)([O-])[O-].[K+].[K+], predict the reaction product. The product is: [CH:1]1([CH2:7][N:8]2[CH2:9][CH2:10][N:11]([C:15]3[C:24]([CH:25]=[O:26])=[CH:23][C:22]4[C:17](=[CH:18][CH:19]=[CH:20][CH:21]=4)[N:16]=3)[CH2:12][CH2:13]2)[CH2:2][CH2:3][CH2:4][CH2:5][CH2:6]1. (2) Given the reactants [C:1]1([CH2:7][OH:8])[CH:6]=[CH:5][CH:4]=[CH:3][CH:2]=1.C(N(CC)CC)C.[C:16](Cl)(=[O:20])[C:17]([CH3:19])=[CH2:18], predict the reaction product. The product is: [C:16]([O:8][CH2:7][C:1]1[CH:6]=[CH:5][CH:4]=[CH:3][CH:2]=1)(=[O:20])[C:17]([CH3:19])=[CH2:18]. (3) Given the reactants [Cl:1][C:2]1[CH:3]=[C:4]([C:9]2([C:25]([F:28])([F:27])[F:26])[O:13][N:12]=[C:11]([C:14]3[CH:15]=[C:16]4[C:21](=[CH:22][CH:23]=3)[C:20](=O)[CH2:19][CH2:18][CH2:17]4)[CH2:10]2)[CH:5]=[C:6]([Cl:8])[CH:7]=1.C([O-])(=O)C.[NH4+:33], predict the reaction product. The product is: [Cl:1][C:2]1[CH:3]=[C:4]([C:9]2([C:25]([F:28])([F:27])[F:26])[O:13][N:12]=[C:11]([C:14]3[CH:15]=[C:16]4[C:21](=[CH:22][CH:23]=3)[CH:20]([NH2:33])[CH2:19][CH2:18][CH2:17]4)[CH2:10]2)[CH:5]=[C:6]([Cl:8])[CH:7]=1. (4) Given the reactants [CH3:1][O:2][C:3]1[CH:8]=[CH:7][C:6]([O:9][CH3:10])=[CH:5][C:4]=1[S:11][C:12]1[NH:13][C:14]2[C:19]([N:20]=1)=[C:18]([NH2:21])[N:17]=[CH:16][N:15]=2.Cl[CH2:23][CH2:24][C:25]1[CH:30]=[CH:29][N:28]=[CH:27][CH:26]=1, predict the reaction product. The product is: [CH3:1][O:2][C:3]1[CH:8]=[CH:7][C:6]([O:9][CH3:10])=[CH:5][C:4]=1[S:11][C:12]1[N:13]([CH2:23][CH2:24][C:25]2[CH:30]=[CH:29][N:28]=[CH:27][CH:26]=2)[C:14]2[C:19]([N:20]=1)=[C:18]([NH2:21])[N:17]=[CH:16][N:15]=2. (5) Given the reactants [CH3:1][C:2]1([CH3:18])[C:6]([CH3:8])([CH3:7])[O:5][B:4](C2C=CC3N=CSC=3C=2)[O:3]1.Br[C:20]1[C:29]2[C:24](=[CH:25][CH:26]=[CH:27][CH:28]=2)[N:23]=[CH:22][CH:21]=1, predict the reaction product. The product is: [CH3:1][C:2]1([CH3:18])[C:6]([CH3:8])([CH3:7])[O:5][B:4]([C:20]2[C:29]3[C:24](=[CH:25][CH:26]=[CH:27][CH:28]=3)[N:23]=[CH:22][CH:21]=2)[O:3]1. (6) The product is: [CH:2]1([CH2:5][N:6]([CH2:19][CH:20]2[CH2:21][CH2:22][O:23][CH2:24][CH2:25]2)[C:7]2[C:8]([CH2:17][CH3:18])=[N:9][N:10]3[C:15]([I:16])=[CH:14][CH:13]=[CH:12][C:11]=23)[CH2:4][CH2:3]1. Given the reactants Cl.[CH:2]1([CH2:5][N:6]([CH2:19][CH:20]2[CH2:25][CH2:24][O:23][CH2:22][CH2:21]2)[C:7]2[C:8]([CH2:17][CH3:18])=[N:9][N:10]3[C:15]([I:16])=[CH:14][CH:13]=[CH:12][C:11]=23)[CH2:4][CH2:3]1.O.C(=O)(O)[O-].[Na+], predict the reaction product.